Dataset: hERG potassium channel inhibition data for cardiac toxicity prediction from Karim et al.. Task: Regression/Classification. Given a drug SMILES string, predict its toxicity properties. Task type varies by dataset: regression for continuous values (e.g., LD50, hERG inhibition percentage) or binary classification for toxic/non-toxic outcomes (e.g., AMES mutagenicity, cardiotoxicity, hepatotoxicity). Dataset: herg_karim. (1) The drug is O=C(NC1CCN(Cc2ccn(-c3ccc(C(F)(F)F)cc3)c2)CC1)NC(c1ccccc1)c1ccccc1. The result is 1 (blocker). (2) The drug is O=C1COc2cnc(CNC34CCC(CC5(O)Cn6c(=O)ccc7ncc(F)c5c76)(CC3)OC4)nc2N1. The result is 0 (non-blocker). (3) The drug is CC1(C)CC[C@]23CC[C@]4(C)[C@](C(=O)C=C5[C@@]6(C)C=C(C#N)C(=O)C(C)(C)[C@@H]6CC[C@]54C)([C@@H]2C1)N(C1CCCCC1)C3=O. The result is 0 (non-blocker). (4) The drug is COCN(CCOc1ccc([N+](=O)[O-])cc1)CCc1ccc([N+](=O)[O-])cc1. The result is 1 (blocker).